From a dataset of Forward reaction prediction with 1.9M reactions from USPTO patents (1976-2016). Predict the product of the given reaction. (1) Given the reactants [Br:1][C:2]1[CH:3]=[C:4]([CH:7]=[CH:8][C:9]=1[F:10])[CH:5]=O.[CH2:11]1[C:16](=O)[CH2:15][C:13](=[O:14])[CH2:12]1.[NH2:18][C:19]1[NH:23][N:22]([CH3:24])[C:21](=[O:25])[CH:20]=1, predict the reaction product. The product is: [Br:1][C:2]1[CH:3]=[C:4]([CH:5]2[C:20]3[C:21](=[O:25])[N:22]([CH3:24])[NH:23][C:19]=3[NH:18][C:16]3[CH2:11][CH2:12][C:13](=[O:14])[C:15]2=3)[CH:7]=[CH:8][C:9]=1[F:10]. (2) Given the reactants Cl[S:2]([C:5]1[S:6][C:7]([CH2:10][O:11][C:12](=[O:19])[C:13]2[CH:18]=[CH:17][CH:16]=[CH:15][CH:14]=2)=[CH:8][CH:9]=1)(=[O:4])=[O:3].[NH2:20][C:21]1[O:25][N:24]=[C:23]([CH3:26])[C:22]=1[Br:27], predict the reaction product. The product is: [Br:27][C:22]1[C:23]([CH3:26])=[N:24][O:25][C:21]=1[NH:20][S:2]([C:5]1[S:6][C:7]([CH2:10][O:11][C:12](=[O:19])[C:13]2[CH:18]=[CH:17][CH:16]=[CH:15][CH:14]=2)=[CH:8][CH:9]=1)(=[O:4])=[O:3]. (3) Given the reactants [CH3:1][C:2]1[CH:3]=[C:4]([CH:9]=[CH:10][C:11]=1[NH:12][C:13](=[O:28])[C:14]1[CH:19]=[CH:18][C:17]([O:20][CH2:21][C:22]2[CH:27]=[CH:26][CH:25]=[CH:24][N:23]=2)=[CH:16][CH:15]=1)[C:5]([O:7]C)=[O:6].[OH-].[Na+].Cl, predict the reaction product. The product is: [CH3:1][C:2]1[CH:3]=[C:4]([CH:9]=[CH:10][C:11]=1[NH:12][C:13](=[O:28])[C:14]1[CH:19]=[CH:18][C:17]([O:20][CH2:21][C:22]2[CH:27]=[CH:26][CH:25]=[CH:24][N:23]=2)=[CH:16][CH:15]=1)[C:5]([OH:7])=[O:6]. (4) Given the reactants [H-].[Na+].[OH:3][C:4]1[CH:9]=[CH:8][C:7]([N+:10]([O-:12])=[O:11])=[CH:6][C:5]=1[NH:13][C:14](=[O:18])[CH2:15][CH2:16][CH3:17].[F:19][C:20]([F:33])([F:32])[S:21](O[S:21]([C:20]([F:33])([F:32])[F:19])(=[O:23])=[O:22])(=[O:23])=[O:22].O, predict the reaction product. The product is: [F:19][C:20]([F:33])([F:32])[S:21]([O:3][C:4]1[CH:9]=[CH:8][C:7]([N+:10]([O-:12])=[O:11])=[CH:6][C:5]=1[NH:13][C:14](=[O:18])[CH2:15][CH2:16][CH3:17])(=[O:23])=[O:22]. (5) Given the reactants [NH2:1][C:2]1[N:7]=[C:6]([C:8]2[NH:12][C:11]([C:13]3[CH:18]=[C:17]([Cl:19])[CH:16]=[CH:15][C:14]=3[CH3:20])=[C:10]([C:21]([O:23][CH2:24][CH3:25])=[O:22])[CH:9]=2)[CH:5]=[CH:4][N:3]=1.[H-].[Na+].Cl[CH2:29][O:30][CH2:31][CH2:32][Si:33]([CH3:36])([CH3:35])[CH3:34].[Na+].[Cl-], predict the reaction product. The product is: [NH2:1][C:2]1[N:7]=[C:6]([C:8]2[N:12]([CH2:29][O:30][CH2:31][CH2:32][Si:33]([CH3:36])([CH3:35])[CH3:34])[C:11]([C:13]3[CH:18]=[C:17]([Cl:19])[CH:16]=[CH:15][C:14]=3[CH3:20])=[C:10]([C:21]([O:23][CH2:24][CH3:25])=[O:22])[CH:9]=2)[CH:5]=[CH:4][N:3]=1. (6) The product is: [CH2:15]([OH:37])[C@H:16]1[O:21][C@H:20]([O:22][CH2:23][C@H:24]2[O:25][CH:26]([OH:31])[C@H:27]([OH:30])[C@@H:28]([OH:29])[C@@H:32]2[OH:33])[C@H:19]([OH:34])[C@@H:18]([OH:35])[C@@H:17]1[OH:36]. Given the reactants S([O-])([O-])(=O)=O.[NH4+].[NH4+].S([O-])([O-])(=O)=O.CO.[CH2:15]([OH:37])[C@H:16]1[O:21][C@H:20]([O:22][C@H:23]2[C@H:28]([OH:29])[C@@H:27]([OH:30])[C@H:26]([OH:31])[O:25][C@@H:24]2[CH2:32][OH:33])[C@H:19]([OH:34])[C@@H:18]([OH:35])[C@@H:17]1[OH:36].O=C[C@@H]([C@H]([C@@H]([C@@H](CO)O)O)O)O, predict the reaction product. (7) Given the reactants [OH:1][CH2:2][CH:3]1[CH2:9][CH2:8][S:7][C:6]2[CH:10]=[CH:11][CH:12]=[CH:13][C:5]=2[C:4]1=[O:14].C(N(CC)CC)C.[C:22]1([CH3:34])[CH:27]=[CH:26][C:25]([S:28]([N:31]=[C:32]=[O:33])(=[O:30])=[O:29])=[CH:24][CH:23]=1, predict the reaction product. The product is: [O:14]=[C:4]1[CH:3]([CH2:2][O:1][C:32](=[O:33])[NH:31][S:28]([C:25]2[CH:26]=[CH:27][C:22]([CH3:34])=[CH:23][CH:24]=2)(=[O:29])=[O:30])[CH2:9][CH2:8][S:7][C:6]2[CH:10]=[CH:11][CH:12]=[CH:13][C:5]1=2.